Predict the reaction yield, written as a fraction of the theoretical maximum amount of product (1.0 means a 100% yield; for example, 0.34 means a 34% yield). From a dataset of Reaction yield outcomes from USPTO patents with 853,638 reactions. (1) The reactants are [CH3:1][O:2][C:3](=[O:17])[NH:4][C:5]1[S:6][C:7]2[C:13](I)=[CH:12][CH:11]=[C:10]([O:15][CH3:16])[C:8]=2[N:9]=1.C([Sn](CCCC)(CCCC)[C:23]1[O:24][CH2:25][CH2:26][O:27][CH:28]=1)CCC.O1C=CC=C1P(C1OC=CC=1)C1OC=CC=1.C(N(CC)CC)C. The catalyst is O1CCOCC1.C1C=CC(/C=C/C(/C=C/C2C=CC=CC=2)=O)=CC=1.C1C=CC(/C=C/C(/C=C/C2C=CC=CC=2)=O)=CC=1.[Pd]. The product is [CH3:1][O:2][C:3](=[O:17])[NH:4][C:5]1[S:6][C:7]2[C:13]([C:23]3[O:24][CH2:25][CH2:26][O:27][CH:28]=3)=[CH:12][CH:11]=[C:10]([O:15][CH3:16])[C:8]=2[N:9]=1. The yield is 0.450. (2) The reactants are [CH2:1]([C:3]1[CH:8]=[CH:7][C:6]([F:9])=[CH:5][CH:4]=1)[CH3:2].[Li]CCCC.B(OC)(OC)[O:16]C. The catalyst is C1COCC1.CN(C)CCN(C)CCN(C)C. The product is [CH2:1]([C:3]1[CH:4]=[CH:5][C:6]([F:9])=[C:7]([OH:16])[CH:8]=1)[CH3:2]. The yield is 0.940. (3) The reactants are [CH2:1]([C@@H:8]1[NH:13][CH2:12][CH2:11][N:10]([C:14]2[CH:19]=[CH:18][C:17]([O:20][CH3:21])=[C:16]([O:22][CH:23]3[CH2:26][CH2:25][CH2:24]3)[CH:15]=2)[CH2:9]1)[C:2]1[CH:7]=[CH:6][CH:5]=[CH:4][CH:3]=1.C([O:29][C:30](=O)[CH2:31][C:32]1[NH:36][CH:35]=[N:34][N:33]=1)C. No catalyst specified. The product is [CH2:1]([C@H:8]1[CH2:9][N:10]([C:14]2[CH:19]=[CH:18][C:17]([O:20][CH3:21])=[C:16]([O:22][CH:23]3[CH2:26][CH2:25][CH2:24]3)[CH:15]=2)[CH2:11][CH2:12][N:13]1[C:30](=[O:29])[CH2:31][C:32]1[NH:36][CH:35]=[N:34][N:33]=1)[C:2]1[CH:3]=[CH:4][CH:5]=[CH:6][CH:7]=1. The yield is 0.190.